The task is: Predict the product of the given reaction.. This data is from Forward reaction prediction with 1.9M reactions from USPTO patents (1976-2016). (1) Given the reactants [NH2:1][C:2]1[CH:3]=[CH:4][C:5]2[N:6]([CH2:15][CH3:16])[C:7]3[C:12]([C:13]=2[CH:14]=1)=[CH:11][CH:10]=[CH:9][CH:8]=3.C(OC([NH:24][C:25]([NH:27][C:28]1[S:29][CH:30]=[C:31]([C:33](O)=[O:34])[N:32]=1)=[NH:26])=O)(C)(C)C.F[B-](F)(F)F.N1(OC(N(C)C)=[N+](C)C)C2C=CC=CC=2N=N1.C(N(CC)C(C)C)(C)C, predict the reaction product. The product is: [NH2:26][C:25]([NH:27][C:28]1[S:29][CH:30]=[C:31]([C:33]([NH:1][C:2]2[CH:3]=[CH:4][C:5]3[N:6]([CH2:15][CH3:16])[C:7]4[C:12]([C:13]=3[CH:14]=2)=[CH:11][CH:10]=[CH:9][CH:8]=4)=[O:34])[N:32]=1)=[NH:24]. (2) Given the reactants C([BH3-])#N.[Na+].C(O)(=O)C.[Cl:9][CH2:10][CH2:11][CH2:12][O:13][C:14]1[CH:23]=[C:22]2[C:17]([C:18]([NH:24][C:25]3[CH:26]=[N:27][C:28]([CH:31]=O)=[N:29][CH:30]=3)=[N:19][CH:20]=[N:21]2)=[CH:16][C:15]=1[O:33][CH3:34].[F:35][C:36]1[CH:42]=[CH:41][C:39]([NH2:40])=[CH:38][C:37]=1[Cl:43], predict the reaction product. The product is: [Cl:43][C:37]1[CH:38]=[C:39]([NH:40][CH2:31][C:28]2[N:29]=[CH:30][C:25]([NH:24][C:18]3[C:17]4[C:22](=[CH:23][C:14]([O:13][CH2:12][CH2:11][CH2:10][Cl:9])=[C:15]([O:33][CH3:34])[CH:16]=4)[N:21]=[CH:20][N:19]=3)=[CH:26][N:27]=2)[CH:41]=[CH:42][C:36]=1[F:35].